From a dataset of Reaction yield outcomes from USPTO patents with 853,638 reactions. Predict the reaction yield, written as a fraction of the theoretical maximum amount of product (1.0 means a 100% yield; for example, 0.34 means a 34% yield). (1) The reactants are [NH2:1][C:2]1[CH:7]=[CH:6][C:5]([C:8]2[C:13]3[C:14]([NH2:17])=[N:15][O:16][C:12]=3[CH:11]=[CH:10][CH:9]=2)=[CH:4][CH:3]=1.[N-:18]=[C:19]=[O:20].[Na+]. The catalyst is CC(O)=O.O. The product is [NH2:17][C:14]1[C:13]2[C:8]([C:5]3[CH:4]=[CH:3][C:2]([NH:1][C:19]([NH2:18])=[O:20])=[CH:7][CH:6]=3)=[CH:9][CH:10]=[CH:11][C:12]=2[O:16][N:15]=1. The yield is 0.650. (2) The reactants are Cl[C:2]1[NH:3][C:4]([C:12]2[CH:17]=[CH:16][CH:15]=[CH:14][CH:13]=2)=[C:5]([F:11])[C:6]=1[C:7]([O:9][CH3:10])=[O:8].C(N(CC)CC)C. The catalyst is CO.[C].[Pd]. The product is [F:11][C:5]1[C:6]([C:7]([O:9][CH3:10])=[O:8])=[CH:2][NH:3][C:4]=1[C:12]1[CH:17]=[CH:16][CH:15]=[CH:14][CH:13]=1. The yield is 0.870. (3) The reactants are CN(C(ON1N=NC2C=CC=NC1=2)=[N+](C)C)C.F[P-](F)(F)(F)(F)F.[C:25]([O:29][C:30]([N:32]1[CH2:37][CH2:36][C:35]([C:41]#[N:42])([C:38]([OH:40])=O)[CH2:34][CH2:33]1)=[O:31])([CH3:28])([CH3:27])[CH3:26].[Cl:43][C:44]1[CH:45]=[CH:46][C:47]([NH2:50])=[N:48][CH:49]=1.CCN(C(C)C)C(C)C. The catalyst is CC(N(C)C)=O.CCOC(C)=O. The product is [Cl:43][C:44]1[CH:45]=[CH:46][C:47]([NH:50][C:38]([C:35]2([C:41]#[N:42])[CH2:34][CH2:33][N:32]([C:30]([O:29][C:25]([CH3:26])([CH3:27])[CH3:28])=[O:31])[CH2:37][CH2:36]2)=[O:40])=[N:48][CH:49]=1. The yield is 0.474. (4) The reactants are [OH:1][CH2:2][C:3]1[O:7][N:6]=[C:5]([C:8]2[CH:9]=[CH:10][C:11]([CH3:26])=[C:12]([NH:14][C:15]([C:17]3[N:21]4[CH:22]=[CH:23][CH:24]=[CH:25][C:20]4=[N:19][CH:18]=3)=[O:16])[CH:13]=2)[N:4]=1.CCN(C(C)C)C(C)C.[CH3:36][S:37](Cl)(=[O:39])=[O:38]. The catalyst is C(Cl)Cl. The product is [CH3:36][S:37]([O:1][CH2:2][C:3]1[O:7][N:6]=[C:5]([C:8]2[CH:9]=[CH:10][C:11]([CH3:26])=[C:12]([NH:14][C:15]([C:17]3[N:21]4[CH:22]=[CH:23][CH:24]=[CH:25][C:20]4=[N:19][CH:18]=3)=[O:16])[CH:13]=2)[N:4]=1)(=[O:39])=[O:38]. The yield is 0.700. (5) The reactants are C([O:4][CH2:5][C:6]1[C:11]([N:12]2[CH2:24][CH2:23][N:15]3[C:16]4[CH2:17][CH2:18][CH2:19][CH2:20][C:21]=4[CH:22]=[C:14]3[C:13]2=[O:25])=[CH:10][C:9]([F:26])=[CH:8][C:7]=1[C:27]1[CH:32]=[C:31]([NH:33][C:34]2[CH:39]=[CH:38][C:37]([N:40]3[CH2:45][C@@H:44]([CH3:46])[N:43]([CH:47]4[CH2:50][O:49][CH2:48]4)[CH2:42][C@@H:41]3[CH3:51])=[CH:36][N:35]=2)[C:30](=[O:52])[N:29]([CH3:53])[CH:28]=1)(=O)C.[OH-].[Li+]. No catalyst specified. The product is [CH3:51][C@H:41]1[CH2:42][N:43]([CH:47]2[CH2:50][O:49][CH2:48]2)[C@H:44]([CH3:46])[CH2:45][N:40]1[C:37]1[CH:38]=[CH:39][C:34]([NH:33][C:31]2[C:30](=[O:52])[N:29]([CH3:53])[CH:28]=[C:27]([C:7]3[C:6]([CH2:5][OH:4])=[C:11]([N:12]4[CH2:24][CH2:23][N:15]5[C:16]6[CH2:17][CH2:18][CH2:19][CH2:20][C:21]=6[CH:22]=[C:14]5[C:13]4=[O:25])[CH:10]=[C:9]([F:26])[CH:8]=3)[CH:32]=2)=[N:35][CH:36]=1. The yield is 0.250. (6) The reactants are [CH:1]([C@H:14]1[CH2:19][C@@H:18](OS(C)(=O)=O)[CH2:17][CH2:16][O:15]1)([C:8]1[CH:13]=[CH:12][CH:11]=[CH:10][CH:9]=1)[C:2]1[CH:7]=[CH:6][CH:5]=[CH:4][CH:3]=1.[N-:25]=[N+:26]=[N-:27].[Na+]. The catalyst is N([C@H]1CCO[C@@H](C(C2C=CC=CC=2)C2C=CC=CC=2)C1)=[N+]=[N-]. The product is [N:25]([C@@H:18]1[CH2:17][CH2:16][O:15][C@@H:14]([CH:1]([C:8]2[CH:13]=[CH:12][CH:11]=[CH:10][CH:9]=2)[C:2]2[CH:7]=[CH:6][CH:5]=[CH:4][CH:3]=2)[CH2:19]1)=[N+:26]=[N-:27]. The yield is 0.800. (7) The reactants are [CH3:1][C:2]1[NH:6][C:5]2[C:7]([C:17]([O:19]C)=[O:18])=[CH:8][C:9]([N:11]3[CH2:16][CH2:15][O:14][CH2:13][CH2:12]3)=[CH:10][C:4]=2[N:3]=1.Br[CH2:22][C:23]1[CH:28]=[CH:27][CH:26]=[C:25]([F:29])[C:24]=1[CH3:30].C(=O)([O-])[O-].[K+].[K+].[OH-].[Li+]. The catalyst is CN(C)C=O.O1CCCC1.O. The product is [F:29][C:25]1[C:24]([CH3:30])=[C:23]([CH2:22][N:3]2[C:4]3[CH:10]=[C:9]([N:11]4[CH2:12][CH2:13][O:14][CH2:15][CH2:16]4)[CH:8]=[C:7]([C:17]([OH:19])=[O:18])[C:5]=3[N:6]=[C:2]2[CH3:1])[CH:28]=[CH:27][CH:26]=1. The yield is 0.225.